This data is from Peptide-MHC class I binding affinity with 185,985 pairs from IEDB/IMGT. The task is: Regression. Given a peptide amino acid sequence and an MHC pseudo amino acid sequence, predict their binding affinity value. This is MHC class I binding data. (1) The peptide sequence is LLILGLIFFV. The MHC is HLA-A68:02 with pseudo-sequence HLA-A68:02. The binding affinity (normalized) is 0. (2) The peptide sequence is WKAIGAYIL. The MHC is HLA-A68:02 with pseudo-sequence HLA-A68:02. The binding affinity (normalized) is 0.0847. (3) The peptide sequence is SVSGTFVAEF. The MHC is HLA-A30:02 with pseudo-sequence HLA-A30:02. The binding affinity (normalized) is 0.170.